From a dataset of Reaction yield outcomes from USPTO patents with 853,638 reactions. Predict the reaction yield, written as a fraction of the theoretical maximum amount of product (1.0 means a 100% yield; for example, 0.34 means a 34% yield). (1) The reactants are [F:1][C:2]1[CH:7]=[CH:6][C:5]([Mg]Br)=[CH:4][CH:3]=1.[N:10]12[CH2:17][CH2:16][C:13]([C:18]([O:20]CC)=O)([CH2:14][CH2:15]1)[CH2:12][CH2:11]2. The catalyst is C1COCC1. The product is [N:10]12[CH2:11][CH2:12][C:13]([C:18]([C:5]3[CH:6]=[CH:7][C:2]([F:1])=[CH:3][CH:4]=3)([C:5]3[CH:6]=[CH:7][C:2]([F:1])=[CH:3][CH:4]=3)[OH:20])([CH2:14][CH2:15]1)[CH2:16][CH2:17]2. The yield is 0.889. (2) The product is [CH2:1]([O:8][C@H:9]1[C@H:14]([O:15][CH2:16][C:17]2[CH:22]=[CH:21][CH:20]=[CH:19][CH:18]=2)[C@@H:13]([O:23][CH2:24][C:25]2[CH:26]=[CH:27][CH:28]=[CH:29][CH:30]=2)[C@@:12]([C:33]2[CH:38]=[CH:37][C:36]([Cl:39])=[C:35]([CH2:40][C:41]3[CH:46]=[CH:45][C:44]([O:47][CH3:48])=[C:43]([F:49])[C:42]=3[F:50])[CH:34]=2)([O:31][CH3:32])[O:11][C@@:10]1([CH2:66][OH:68])[CH:51]=[O:52])[C:2]1[CH:3]=[CH:4][CH:5]=[CH:6][CH:7]=1. The reactants are [CH2:1]([O:8][C@H:9]1[C@H:14]([O:15][CH2:16][C:17]2[CH:22]=[CH:21][CH:20]=[CH:19][CH:18]=2)[C@@H:13]([O:23][CH2:24][C:25]2[CH:30]=[CH:29][CH:28]=[CH:27][CH:26]=2)[C@@:12]([C:33]2[CH:38]=[CH:37][C:36]([Cl:39])=[C:35]([CH2:40][C:41]3[CH:46]=[CH:45][C:44]([O:47][CH3:48])=[C:43]([F:49])[C:42]=3[F:50])[CH:34]=2)([O:31][CH3:32])[O:11][C@@H:10]1[CH:51]=[O:52])[C:2]1[CH:7]=[CH:6][CH:5]=[CH:4][CH:3]=1.N12CCCN=C1CCCCC2.C=O.[C:66](OCC)(=[O:68])C. The catalyst is CN(C)C=O. The yield is 1.00. (3) The reactants are Cl.Cl.[NH2:3][C:4]1[CH:9]=[CH:8][N:7]=[C:6]([CH2:10][CH2:11][C:12]2[CH:13]=[C:14]([NH:18][C:19]3[C:24]([Cl:25])=[CH:23][N:22]=[C:21](Cl)[N:20]=3)[CH:15]=[CH:16][CH:17]=2)[CH:5]=1.C(N(CC)CC)C.CC1(C)C2C=CC=C(P(C3C=CC=CC=3)C3C=CC=CC=3)C=2OC2C1=CC=CC=2P(C1C=CC=CC=1)C1C=CC=CC=1.C(=O)([O-])[O-].[Cs+].[Cs+]. The catalyst is O1CCOCC1.C([O-])(=O)C.[Pd+2].C([O-])(=O)C. The product is [Cl:25][C:24]1[CH:23]=[N:22][C:21]2[NH:3][C:4]3[CH:9]=[CH:8][N:7]=[C:6]([CH:5]=3)[CH2:10][CH2:11][C:12]3[CH:13]=[C:14]([NH:18][C:19]=1[N:20]=2)[CH:15]=[CH:16][CH:17]=3. The yield is 0.360. (4) The product is [OH:39][CH:36]([CH2:37][OH:38])[CH2:35][CH2:34][O:33][C:32]1[CH:31]=[C:30]([CH3:43])[C:29](/[CH:2]=[CH:1]/[S:3]([N:6]2[CH2:7][CH2:8][C:9]3([N:13]=[C:12]([C:14]4[CH:19]=[CH:18][C:17]([F:20])=[C:16]([C:21]([F:22])([F:23])[F:24])[CH:15]=4)[NH:11][C:10]3=[O:25])[CH2:26][CH2:27]2)(=[O:5])=[O:4])=[C:41]([CH3:42])[CH:40]=1. The reactants are [CH:1]([S:3]([N:6]1[CH2:27][CH2:26][C:9]2([N:13]=[C:12]([C:14]3[CH:19]=[CH:18][C:17]([F:20])=[C:16]([C:21]([F:24])([F:23])[F:22])[CH:15]=3)[NH:11][C:10]2=[O:25])[CH2:8][CH2:7]1)(=[O:5])=[O:4])=[CH2:2].Br[C:29]1[C:41]([CH3:42])=[CH:40][C:32]([O:33][CH2:34][CH2:35][CH:36]([OH:39])[CH2:37][OH:38])=[CH:31][C:30]=1[CH3:43].F[B-](F)(F)F.C(P(C(C)(C)C)C(C)(C)C)(C)(C)C.CN(C1CCCCC1)C1CCCCC1.[NH4+].[Cl-]. The yield is 0.490. The catalyst is C1C=CC(/C=C/C(/C=C/C2C=CC=CC=2)=O)=CC=1.C1C=CC(/C=C/C(/C=C/C2C=CC=CC=2)=O)=CC=1.[Pd].CN1C(=O)CCC1. (5) The reactants are [O:1]1[C:5]2[CH:6]=[CH:7][C:8]([C:10]([O:12]C)=[O:11])=[CH:9][C:4]=2[CH:3]=[CH:2]1. The catalyst is CO.[OH-].[Na+]. The product is [O:1]1[C:5]2[CH:6]=[CH:7][C:8]([C:10]([OH:12])=[O:11])=[CH:9][C:4]=2[CH:3]=[CH:2]1. The yield is 0.980. (6) The reactants are [C:1]([N:5]1[CH:28]=[C:27]2[C:7]([CH:8]=[CH:9][C:10]3([CH2:26]2)[CH2:15][CH2:14][N:13]([C:16]([O:18][CH2:19][C:20]2[CH:25]=[CH:24][CH:23]=[CH:22][CH:21]=2)=[O:17])[CH2:12][CH2:11]3)=[N:6]1)([CH3:4])([CH3:3])[CH3:2].[Br:29]N1C(=O)CCC1=O.CO.[O:39]1[CH2:43]CCC1. No catalyst specified. The product is [Br:29][CH:9]1[C:10]2([CH2:11][CH2:12][N:13]([C:16]([O:18][CH2:19][C:20]3[CH:21]=[CH:22][CH:23]=[CH:24][CH:25]=3)=[O:17])[CH2:14][CH2:15]2)[CH2:26][C:27]2[C:7](=[N:6][N:5]([C:1]([CH3:4])([CH3:2])[CH3:3])[CH:28]=2)[CH:8]1[O:39][CH3:43]. The yield is 0.730.